Dataset: Full USPTO retrosynthesis dataset with 1.9M reactions from patents (1976-2016). Task: Predict the reactants needed to synthesize the given product. Given the product [CH:1]1([CH:6]([C:8]2[O:9][C:10]3[CH:17]=[CH:16][C:15]([F:18])=[CH:14][C:11]=3[C:12]=2[CH3:13])[OH:7])[CH2:5][CH2:4][CH2:3][CH2:2]1, predict the reactants needed to synthesize it. The reactants are: [CH:1]1([C:6]([C:8]2[O:9][C:10]3[CH:17]=[CH:16][C:15]([F:18])=[CH:14][C:11]=3[C:12]=2[CH3:13])=[O:7])[CH2:5][CH2:4][CH2:3][CH2:2]1.[BH4-].[Na+].O.